From a dataset of Reaction yield outcomes from USPTO patents with 853,638 reactions. Predict the reaction yield, written as a fraction of the theoretical maximum amount of product (1.0 means a 100% yield; for example, 0.34 means a 34% yield). (1) The reactants are Cl.[NH2:2][OH:3].[OH-].[K+].C[O:7][C:8]([CH:10]([NH:12][C:13](=[O:19])[O:14][C:15]([CH3:18])([CH3:17])[CH3:16])[CH3:11])=O.O. The catalyst is CO.C(O)(=O)C. The product is [OH:3][NH:2][C:8]([CH:10]([NH:12][C:13](=[O:19])[O:14][C:15]([CH3:18])([CH3:17])[CH3:16])[CH3:11])=[O:7]. The yield is 0.900. (2) The reactants are [N:1]1[CH:6]=[CH:5][C:4]([N:7]2[CH2:13][CH2:12][CH2:11][N:10](C(OC(C)(C)C)=O)[CH2:9][CH2:8]2)=[CH:3][CH:2]=1.Cl.O1CCOCC1. The catalyst is CO. The product is [N:1]1[CH:6]=[CH:5][C:4]([N:7]2[CH2:13][CH2:12][CH2:11][NH:10][CH2:9][CH2:8]2)=[CH:3][CH:2]=1. The yield is 0.970. (3) The reactants are C([N:8]1[C:20]2[C:19]([OH:21])=[C:18]3[N:22](C(OC(C)(C)C)=O)[C:23]4[CH:24]=[CH:25][C:26]([F:29])=[CH:27][C:28]=4[C:17]3=[CH:16][C:15]=2[C:14]2[C:9]1=[CH:10][CH:11]=[C:12]([F:37])[CH:13]=2)(OC(C)(C)C)=O.Cl.[CH3:39][N:40]([CH3:44])[CH2:41][CH2:42]Cl.C([O-])([O-])=O.[K+].[K+].FC(F)(F)C(O)=O. The catalyst is CC(C)=O. The product is [F:29][C:26]1[CH:27]=[C:28]2[C:23](=[CH:24][CH:25]=1)[NH:22][C:18]1[C:19]([O:21][CH2:42][CH2:41][N:40]([CH3:44])[CH3:39])=[C:20]3[NH:8][C:9]4[CH:10]=[CH:11][C:12]([F:37])=[CH:13][C:14]=4[C:15]3=[CH:16][C:17]2=1. The yield is 0.650. (4) The reactants are [CH:1]1([S:4]([O:7][CH2:8][CH2:9][CH2:10][CH3:11])(=[O:6])=[O:5])[CH2:3][CH2:2]1.[CH2:12]([Li])[CH2:13][CH2:14]C.C(I)C=C. The catalyst is C1COCC1. The product is [CH2:14]([C:1]1([S:4]([O:7][CH2:8][CH2:9][CH2:10][CH3:11])(=[O:6])=[O:5])[CH2:3][CH2:2]1)[CH:13]=[CH2:12]. The yield is 0.690. (5) The reactants are [Cl:1][C:2]1[CH:7]=[CH:6][C:5]([C:8]2=[N:9][C@@H:10]([CH2:24][C:25]([O:27]C)=[O:26])[C:11]3[N:12]([C:20]([CH3:23])=[N:21][N:22]=3)[C:13]3[S:17][C:16]([CH3:18])=[C:15]([CH3:19])[C:14]2=3)=[CH:4][CH:3]=1.O.[OH-].[Li+].Cl. The catalyst is CO. The product is [Cl:1][C:2]1[CH:3]=[CH:4][C:5]([C:8]2=[N:9][C@@H:10]([CH2:24][C:25]([OH:27])=[O:26])[C:11]3[N:12]([C:20]([CH3:23])=[N:21][N:22]=3)[C:13]3[S:17][C:16]([CH3:18])=[C:15]([CH3:19])[C:14]2=3)=[CH:6][CH:7]=1. The yield is 0.870. (6) The reactants are [CH2:1]([O:8][N:9]1[C:15](=[O:16])[N:14]2[CH2:17][C@H:10]1[CH2:11][CH2:12][C@H:13]2[C:18]([OH:20])=O)[C:2]1[CH:7]=[CH:6][CH:5]=[CH:4][CH:3]=1.C(N(CC)CC)C.ClC(OCC(C)C)=O.[C:36]([O:40][C:41]([CH3:44])([CH3:43])[CH3:42])(=[O:39])[NH:37][NH2:38]. The catalyst is O1CCCC1. The product is [CH2:1]([O:8][N:9]1[C:15](=[O:16])[N:14]2[CH2:17][C@H:10]1[CH2:11][CH2:12][C@H:13]2[C:18]([NH:38][NH:37][C:36]([O:40][C:41]([CH3:44])([CH3:43])[CH3:42])=[O:39])=[O:20])[C:2]1[CH:3]=[CH:4][CH:5]=[CH:6][CH:7]=1. The yield is 0.980.